The task is: Predict the reactants needed to synthesize the given product.. This data is from Full USPTO retrosynthesis dataset with 1.9M reactions from patents (1976-2016). (1) Given the product [NH2:19][C:15]1[C:14]2[N:20]=[C:21]3[CH2:26][N:25]([S:27]([CH3:30])(=[O:29])=[O:28])[CH2:24][CH2:23][N:22]3[C:13]=2[C:12]2[C:17](=[CH:18][C:9]([OH:8])=[CH:10][CH:11]=2)[N:16]=1, predict the reactants needed to synthesize it. The reactants are: C([O:8][C:9]1[CH:18]=[C:17]2[C:12]([C:13]3[N:22]4[CH2:23][CH2:24][N:25]([S:27]([CH3:30])(=[O:29])=[O:28])[CH2:26][C:21]4=[N:20][C:14]=3[C:15]([NH2:19])=[N:16]2)=[CH:11][CH:10]=1)C1C=CC=CC=1. (2) Given the product [OH:33][CH2:32][CH:31]([N:25]1[CH2:30][CH2:29][N:28]([C:2]2[N:7]=[C:6]([C:8]3[NH:17][C:16](=[O:18])[C:15]4[C:10](=[CH:11][C:12]([O:21][CH3:22])=[CH:13][C:14]=4[O:19][CH3:20])[N:9]=3)[CH:5]=[CH:4][CH:3]=2)[CH2:27][CH2:26]1)[CH3:34], predict the reactants needed to synthesize it. The reactants are: F[C:2]1[N:7]=[C:6]([C:8]2[NH:17][C:16](=[O:18])[C:15]3[C:10](=[CH:11][C:12]([O:21][CH3:22])=[CH:13][C:14]=3[O:19][CH3:20])[N:9]=2)[CH:5]=[CH:4][CH:3]=1.Cl.Cl.[N:25]1([CH:31]([CH3:34])[CH2:32][OH:33])[CH2:30][CH2:29][NH:28][CH2:27][CH2:26]1.CN(C)C(N(C)C)=N.